Dataset: Forward reaction prediction with 1.9M reactions from USPTO patents (1976-2016). Task: Predict the product of the given reaction. (1) The product is: [F:15][C:8]([F:16])([C:9]1[CH:14]=[CH:13][CH:12]=[CH:11][CH:10]=1)[C:5]1[CH:6]=[CH:7][C:2]([B:25]2[O:26][C:27]([CH3:29])([CH3:28])[C:23]([CH3:39])([CH3:22])[O:24]2)=[CH:3][CH:4]=1. Given the reactants Br[C:2]1[CH:7]=[CH:6][C:5]([C:8]([F:16])([F:15])[C:9]2[CH:14]=[CH:13][CH:12]=[CH:11][CH:10]=2)=[CH:4][CH:3]=1.C([O-])(=O)C.[K+].[CH3:22][C:23]1([CH3:39])[C:27]([CH3:29])([CH3:28])[O:26][B:25]([B:25]2[O:26][C:27]([CH3:29])([CH3:28])[C:23]([CH3:39])([CH3:22])[O:24]2)[O:24]1, predict the reaction product. (2) Given the reactants [F:1][C:2]1[CH:3]=[C:4]([CH:21]=[CH:22][CH:23]=1)[CH2:5][S:6][C:7]1[CH:8]=[C:9]([O:17]COC)[C:10]([O:13]COC)=[N:11][CH:12]=1.Cl, predict the reaction product. The product is: [F:1][C:2]1[CH:3]=[C:4]([CH:21]=[CH:22][CH:23]=1)[CH2:5][S:6][C:7]1[CH:8]=[C:9]([OH:17])[C:10](=[O:13])[NH:11][CH:12]=1. (3) Given the reactants Br[C:2]1[N:7]=[C:6]2[NH:8][CH:9]=[CH:10][C:5]2=[N:4][CH:3]=1.[O:11]([C:18]1[CH:23]=[CH:22][C:21](B(O)O)=[CH:20][CH:19]=1)[C:12]1[CH:17]=[CH:16][CH:15]=[CH:14][CH:13]=1.I[CH:28]1[CH2:31][N:30]([C:32]([O:34]C(C)(C)C)=O)[CH2:29]1.[CH3:39][N:40]([CH3:47])[CH2:41]/[CH:42]=[CH:43]/C(O)=O, predict the reaction product. The product is: [CH3:39][N:40]([CH3:47])[CH2:41]/[CH:42]=[CH:43]/[C:32]([N:30]1[CH2:29][CH:28]([N:8]2[C:6]3=[N:7][C:2]([C:15]4[CH:16]=[CH:17][C:12]([O:11][C:18]5[CH:23]=[CH:22][CH:21]=[CH:20][CH:19]=5)=[CH:13][CH:14]=4)=[CH:3][N:4]=[C:5]3[CH:10]=[CH:9]2)[CH2:31]1)=[O:34]. (4) Given the reactants [CH3:1][N:2]([CH3:28])[C:3]1([C:22]2[CH:27]=[CH:26][CH:25]=[CH:24][CH:23]=2)[CH2:8][CH2:7][C:6](=[CH:9][C:10]([NH:12][CH2:13][CH2:14][CH2:15][C:16]2[CH:21]=[CH:20][CH:19]=[CH:18][CH:17]=2)=[O:11])[CH2:5][CH2:4]1.[Cl:29][Si](C)(C)C, predict the reaction product. The product is: [ClH:29].[CH3:28][N:2]([CH3:1])[C:3]1([C:22]2[CH:27]=[CH:26][CH:25]=[CH:24][CH:23]=2)[CH2:8][CH2:7][C:6](=[CH:9][C:10]([NH:12][CH2:13][CH2:14][CH2:15][C:16]2[CH:21]=[CH:20][CH:19]=[CH:18][CH:17]=2)=[O:11])[CH2:5][CH2:4]1.